This data is from Forward reaction prediction with 1.9M reactions from USPTO patents (1976-2016). The task is: Predict the product of the given reaction. (1) The product is: [Cl:8][C:9]1[CH:14]=[C:13]([S:15]([C:18]2[CH:23]=[CH:22][CH:21]=[CH:20][CH:19]=2)(=[O:17])=[O:16])[CH:12]=[CH:11][C:10]=1[NH:24][C:25](=[O:36])[C@H:26]([NH2:28])[CH3:27]. Given the reactants C(O)(C(F)(F)F)=O.[Cl:8][C:9]1[CH:14]=[C:13]([S:15]([C:18]2[CH:23]=[CH:22][CH:21]=[CH:20][CH:19]=2)(=[O:17])=[O:16])[CH:12]=[CH:11][C:10]=1[NH:24][C:25](=[O:36])[C@H:26]([NH:28]C(OC(C)(C)C)=O)[CH3:27], predict the reaction product. (2) Given the reactants C([O:3][C:4](=O)[C:5]1[CH:10]=[CH:9][CH:8]=[C:7]([NH:11][C:12]2[N:17]=[C:16]([O:18][C:19]3[CH:24]=[CH:23][CH:22]=[CH:21][CH:20]=3)[N:15]=[C:14]([O:25][C:26]3[CH:31]=[CH:30][CH:29]=[CH:28][CH:27]=3)[N:13]=2)[CH:6]=1)C.CC(C[AlH]CC(C)C)C, predict the reaction product. The product is: [O:25]([C:14]1[N:15]=[C:16]([O:18][C:19]2[CH:24]=[CH:23][CH:22]=[CH:21][CH:20]=2)[N:17]=[C:12]([NH:11][C:7]2[CH:6]=[C:5]([CH2:4][OH:3])[CH:10]=[CH:9][CH:8]=2)[N:13]=1)[C:26]1[CH:31]=[CH:30][CH:29]=[CH:28][CH:27]=1. (3) The product is: [F:1][C:2]1[C:11]2[N:10]=[N:9][C:8]3[C:12](=[O:24])[N:13]([C:15]4[CH:23]=[CH:22][C:18]([C:19]([NH:34][CH:35]5[CH2:36][C:37]([CH3:44])([CH3:45])[N:38]([CH3:43])[C:39]([CH3:42])([CH3:41])[CH2:40]5)=[O:20])=[CH:17][CH:16]=4)[NH:14][C:7]=3[C:6]=2[CH:5]=[CH:4][CH:3]=1. Given the reactants [F:1][C:2]1[C:11]2[N:10]=[N:9][C:8]3[C:12](=[O:24])[N:13]([C:15]4[CH:23]=[CH:22][C:18]([C:19](Cl)=[O:20])=[CH:17][CH:16]=4)[NH:14][C:7]=3[C:6]=2[CH:5]=[CH:4][CH:3]=1.C(N(C(C)C)CC)(C)C.[NH2:34][CH:35]1[CH2:40][C:39]([CH3:42])([CH3:41])[N:38]([CH3:43])[C:37]([CH3:45])([CH3:44])[CH2:36]1.O, predict the reaction product.